From a dataset of Reaction yield outcomes from USPTO patents with 853,638 reactions. Predict the reaction yield, written as a fraction of the theoretical maximum amount of product (1.0 means a 100% yield; for example, 0.34 means a 34% yield). (1) The reactants are C(OC([C:6]1[CH2:12][CH2:11][N:10]([S:13]([C:16]2[CH:21]=[CH:20][C:19]([CH3:22])=[CH:18][CH:17]=2)(=[O:15])=[O:14])[C:9]2[CH:23]=[CH:24][CH:25]=[CH:26][C:8]=2[C:7]=1[OH:27])=O)C.C(O)(=O)C.Cl. The catalyst is C(O)C.O. The product is [C:19]1([CH3:22])[CH:18]=[CH:17][C:16]([S:13]([N:10]2[CH2:11][CH2:12][CH2:6][C:7](=[O:27])[C:8]3[CH:26]=[CH:25][CH:24]=[CH:23][C:9]2=3)(=[O:15])=[O:14])=[CH:21][CH:20]=1. The yield is 0.600. (2) The reactants are [CH2:1]([O:3][C:4]([C:6]1[CH:7]=[N:8][N:9]([C:11]2[N:15](COCCOC)[C:14]3[CH:22]=[C:23]([Cl:34])[C:24]([S:26][CH2:27][C:28]4[CH:33]=[CH:32][CH:31]=[CH:30][CH:29]=4)=[CH:25][C:13]=3[N:12]=2)[CH:10]=1)=[O:5])[CH3:2].Cl.O1CCOCC1. The catalyst is CCO. The product is [CH2:1]([O:3][C:4]([C:6]1[CH:7]=[N:8][N:9]([C:11]2[NH:15][C:14]3[CH:22]=[C:23]([Cl:34])[C:24]([S:26][CH2:27][C:28]4[CH:33]=[CH:32][CH:31]=[CH:30][CH:29]=4)=[CH:25][C:13]=3[N:12]=2)[CH:10]=1)=[O:5])[CH3:2]. The yield is 0.950.